This data is from Full USPTO retrosynthesis dataset with 1.9M reactions from patents (1976-2016). The task is: Predict the reactants needed to synthesize the given product. (1) Given the product [S:20]([O:1][CH:2]1[CH2:3][CH2:4][CH:5]([C:8]([O:10][CH2:11][CH3:12])=[O:9])[CH2:6][CH2:7]1)([C:17]1[CH:18]=[CH:19][C:14]([CH3:13])=[CH:15][CH:16]=1)(=[O:22])=[O:21], predict the reactants needed to synthesize it. The reactants are: [OH:1][CH:2]1[CH2:7][CH2:6][CH:5]([C:8]([O:10][CH2:11][CH3:12])=[O:9])[CH2:4][CH2:3]1.[CH3:13][C:14]1[CH:19]=[CH:18][C:17]([S:20](Cl)(=[O:22])=[O:21])=[CH:16][CH:15]=1.C(N(CC)CC)C. (2) Given the product [CH3:33][O:32][C:28](=[O:31])[CH2:29][S:30][CH2:2][CH2:3][CH2:4][CH2:5][N:6]([C:10]1[CH:15]=[N:14][C:13]([C:16]2[CH:21]=[CH:20][CH:19]=[CH:18][CH:17]=2)=[C:12]([C:22]2[CH:27]=[CH:26][CH:25]=[CH:24][CH:23]=2)[N:11]=1)[CH:7]([CH3:9])[CH3:8], predict the reactants needed to synthesize it. The reactants are: Br[CH2:2][CH2:3][CH2:4][CH2:5][N:6]([C:10]1[CH:15]=[N:14][C:13]([C:16]2[CH:21]=[CH:20][CH:19]=[CH:18][CH:17]=2)=[C:12]([C:22]2[CH:27]=[CH:26][CH:25]=[CH:24][CH:23]=2)[N:11]=1)[CH:7]([CH3:9])[CH3:8].[C:28]([O:32][CH3:33])(=[O:31])[CH2:29][SH:30].C(=O)([O-])[O-].[K+].[K+].[I-].[K+]. (3) Given the product [Cl:26][C:27]1[CH:32]=[CH:31][C:30]([C:9]2[N:13]3[C:14]4[N:22]=[C:21]([O:23][CH3:24])[CH:20]=[CH:19][C:15]=4[N:16]=[C:17]([CH3:18])[C:12]3=[C:11]([CH3:25])[N:10]=2)=[C:29]([C:36]([F:39])([F:38])[F:37])[CH:28]=1, predict the reactants needed to synthesize it. The reactants are: ClC1C=C([C:9]2[N:13]3[C:14]4[N:22]=[C:21]([O:23][CH3:24])[CH:20]=[CH:19][C:15]=4[N:16]=[C:17]([CH3:18])[C:12]3=[C:11]([CH3:25])[N:10]=2)C=C(Cl)C=1.[Cl:26][C:27]1[CH:32]=[CH:31][C:30](B(O)O)=[C:29]([C:36]([F:39])([F:38])[F:37])[CH:28]=1.C([O-])([O-])=O.[K+].[K+].